This data is from Forward reaction prediction with 1.9M reactions from USPTO patents (1976-2016). The task is: Predict the product of the given reaction. (1) The product is: [ClH:12].[Cl:12][C:11]1[CH:7]=[C:3]([C:4]([NH2:6])=[O:5])[C:1](=[NH:2])[N:16]([CH2:17][C:18]2[CH:23]=[C:22]([Cl:24])[CH:21]=[CH:20][C:19]=2[S:25](=[O:27])(=[O:26])[N:28]([CH3:29])[CH3:30])[CH:10]=1. Given the reactants [C:1]([CH:3]([CH:7]1[C:11]([Cl:12])=[C:10](Cl)C(=O)O1)[C:4]([NH2:6])=[O:5])#[N:2].Cl.[NH2:16][CH2:17][C:18]1[CH:23]=[C:22]([Cl:24])[CH:21]=[CH:20][C:19]=1[S:25]([N:28]([CH3:30])[CH3:29])(=[O:27])=[O:26].C(N(CC)CC)C, predict the reaction product. (2) Given the reactants [CH3:1][O:2][C:3]1[C:12]2[C@H:11]3[CH2:13][C@H:8]([CH2:9][CH2:10]3)[C:7]=2[C:6]([OH:14])=[CH:5][CH:4]=1.C(=O)([O-])[O-].[K+].[K+].[CH2:21](Br)[CH:22]=[CH2:23].C(OC1C2CCCC=2C=CC=1CC=C)C1C=CC=CC=1, predict the reaction product. The product is: [CH2:21]([O:14][C:6]1[CH:5]=[CH:4][C:3]([O:2][CH3:1])=[C:12]2[C:7]=1[C@@H:8]1[CH2:13][C@H:11]2[CH2:10][CH2:9]1)[CH:22]=[CH2:23]. (3) Given the reactants Cl[C:2]1[C:3]([NH:8][C:9]2[CH:14]=[CH:13][C:12]([C@@H:15]3[O:20][CH2:19][CH2:18][N:17]([C:21]([O:23][C:24]([CH3:27])([CH3:26])[CH3:25])=[O:22])[CH2:16]3)=[CH:11][CH:10]=2)=[N:4][CH:5]=[CH:6][CH:7]=1.F[B-](F)(F)F.C1(P(C2CCCCC2)C2CCCCC2)CCCCC1.C1CCN2C(=NCCC2)CC1, predict the reaction product. The product is: [N:4]1[C:3]2[NH:8][C:9]3[C:14]([C:2]=2[CH:7]=[CH:6][CH:5]=1)=[CH:13][C:12]([C@@H:15]1[O:20][CH2:19][CH2:18][N:17]([C:21]([O:23][C:24]([CH3:27])([CH3:26])[CH3:25])=[O:22])[CH2:16]1)=[CH:11][CH:10]=3. (4) Given the reactants C(O)C(O)[CH:3](O)[CH:4]([OH:7])[CH:5]=[O:6].[O:11]=[CH:12][C@@H:13]([C@H:15]([C@@H:17]([CH2:19][OH:20])[OH:18])[OH:16])[OH:14].C(O)(=O)C, predict the reaction product. The product is: [C:5]([OH:11])(=[O:6])[CH:4]([CH3:3])[OH:7].[O:11]=[CH:12][C@@H:13]([C@H:15]([C@@H:17]([CH2:19][OH:20])[OH:18])[OH:16])[OH:14]. (5) Given the reactants [CH2:1]1[O:9][C@H:2]1[C:3]1[CH:8]=[CH:7][CH:6]=[CH:5][CH:4]=1.[Cl:10][C:11]1[CH:20]=[C:19]([SH:21])[CH:18]=[CH:17][C:12]=1[C:13]([O:15][CH3:16])=[O:14], predict the reaction product. The product is: [Cl:10][C:11]1[CH:20]=[C:19]([S:21][CH2:1][C@@H:2]([OH:9])[C:3]2[CH:8]=[CH:7][CH:6]=[CH:5][CH:4]=2)[CH:18]=[CH:17][C:12]=1[C:13]([O:15][CH3:16])=[O:14]. (6) Given the reactants Br[C:2]1[N:3]=[CH:4][C:5]([N:8]([CH3:31])[C@@H:9]2[CH2:13][CH2:12][N:11]([C:14]3[C:15]4[CH:22]=[CH:21][N:20]([CH2:23][O:24][CH2:25][CH2:26][Si:27]([CH3:30])([CH3:29])[CH3:28])[C:16]=4[N:17]=[CH:18][N:19]=3)[CH2:10]2)=[N:6][CH:7]=1.[NH:32]1[CH:36]=[CH:35][N:34]=[CH:33]1.C([O-])([O-])=O.[Cs+].[Cs+].N1C2C(=CC=C3C=2N=CC=C3)C=CC=1, predict the reaction product. The product is: [N:32]1([C:2]2[N:3]=[CH:4][C:5]([N:8]([CH3:31])[C@@H:9]3[CH2:13][CH2:12][N:11]([C:14]4[C:15]5[CH:22]=[CH:21][N:20]([CH2:23][O:24][CH2:25][CH2:26][Si:27]([CH3:29])([CH3:28])[CH3:30])[C:16]=5[N:17]=[CH:18][N:19]=4)[CH2:10]3)=[N:6][CH:7]=2)[CH:36]=[CH:35][N:34]=[CH:33]1.